This data is from Buchwald-Hartwig C-N cross coupling reaction yields with 55,370 reactions. The task is: Predict the reaction yield, written as a fraction of the theoretical maximum amount of product (1.0 means a 100% yield; for example, 0.34 means a 34% yield). (1) The reactants are CCc1ccc(Br)cc1.Cc1ccc(N)cc1.O=S(=O)(O[Pd]1c2ccccc2-c2ccccc2N~1)C(F)(F)F.COc1ccc(OC)c(P(C(C)(C)C)C(C)(C)C)c1-c1c(C(C)C)cc(C(C)C)cc1C(C)C.CCN=P(N=P(N(C)C)(N(C)C)N(C)C)(N(C)C)N(C)C.Cc1cc(C)on1. No catalyst specified. The product is CCc1ccc(Nc2ccc(C)cc2)cc1. The yield is 0.673. (2) The reactants are COc1ccc(Br)cc1.Cc1ccc(N)cc1.O=S(=O)(O[Pd]1c2ccccc2-c2ccccc2N~1)C(F)(F)F.CC(C)c1cc(C(C)C)c(-c2ccccc2P(C(C)(C)C)C(C)(C)C)c(C(C)C)c1.CCN=P(N=P(N(C)C)(N(C)C)N(C)C)(N(C)C)N(C)C.COC(=O)c1cc(-c2cccs2)on1. No catalyst specified. The product is COc1ccc(Nc2ccc(C)cc2)cc1. The yield is 0.458. (3) The reactants are CCc1ccc(Cl)cc1.Cc1ccc(N)cc1.O=S(=O)(O[Pd]1c2ccccc2-c2ccccc2N~1)C(F)(F)F.CC(C)c1cc(C(C)C)c(-c2ccccc2P(C2CCCCC2)C2CCCCC2)c(C(C)C)c1.CN(C)C(=NC(C)(C)C)N(C)C.COC(=O)c1cc(-c2cccs2)on1. No catalyst specified. The product is CCc1ccc(Nc2ccc(C)cc2)cc1. The yield is 0.0104. (4) The reactants are Clc1cccnc1.Cc1ccc(N)cc1.O=S(=O)(O[Pd]1c2ccccc2-c2ccccc2N~1)C(F)(F)F.COc1ccc(OC)c(P(C(C)(C)C)C(C)(C)C)c1-c1c(C(C)C)cc(C(C)C)cc1C(C)C.CN(C)C(=NC(C)(C)C)N(C)C.CCOC(=O)c1cc(C)on1. No catalyst specified. The product is Cc1ccc(Nc2cccnc2)cc1. The yield is 0.219. (5) The reactants are COc1ccc(Br)cc1.Cc1ccc(N)cc1.O=S(=O)(O[Pd]1c2ccccc2-c2ccccc2N~1)C(F)(F)F.CC(C)c1cc(C(C)C)c(-c2ccccc2P(C2CCCCC2)C2CCCCC2)c(C(C)C)c1.CN(C)C(=NC(C)(C)C)N(C)C.Cc1ccon1. No catalyst specified. The product is COc1ccc(Nc2ccc(C)cc2)cc1. The yield is 0.234. (6) The product is Cc1ccc(Nc2cccnc2)cc1. No catalyst specified. The reactants are Brc1cccnc1.Cc1ccc(N)cc1.O=S(=O)(O[Pd]1c2ccccc2-c2ccccc2N~1)C(F)(F)F.COc1ccc(OC)c(P([C@]23C[C@H]4C[C@H](C[C@H](C4)C2)C3)[C@]23C[C@H]4C[C@H](C[C@H](C4)C2)C3)c1-c1c(C(C)C)cc(C(C)C)cc1C(C)C.CN(C)C(=NC(C)(C)C)N(C)C.CCOC(=O)c1cc(OC)no1. The yield is 0.533.